The task is: Predict the reaction yield, written as a fraction of the theoretical maximum amount of product (1.0 means a 100% yield; for example, 0.34 means a 34% yield).. This data is from Reaction yield outcomes from USPTO patents with 853,638 reactions. (1) The reactants are [OH-].[Na+].[Br:3][C:4]1[CH:5]=[C:6]([N:10]2[CH2:14][CH2:13][CH:12]([C:15]([O:17]C)=[O:16])[CH2:11]2)[CH:7]=[CH:8][CH:9]=1. The catalyst is C1COCC1.CO. The product is [Br:3][C:4]1[CH:5]=[C:6]([N:10]2[CH2:14][CH2:13][CH:12]([C:15]([OH:17])=[O:16])[CH2:11]2)[CH:7]=[CH:8][CH:9]=1. The yield is 0.839. (2) The reactants are [Cl:1][C:2]1[CH:26]=[CH:25][C:5]([CH2:6][NH:7][C:8]([C:10]2[C:19](=[O:20])[C:18]3[C:13](=[N:14][C:15]([O:22][CH3:23])=[C:16](I)[CH:17]=3)[N:12]([CH3:24])[CH:11]=2)=[O:9])=[CH:4][CH:3]=1.[CH2:27]([OH:30])[C:28]#[CH:29]. The catalyst is C(NCC)C.C1COCC1.C(Cl)Cl.[Cu](I)I.Cl[Pd](Cl)([P](C1C=CC=CC=1)(C1C=CC=CC=1)C1C=CC=CC=1)[P](C1C=CC=CC=1)(C1C=CC=CC=1)C1C=CC=CC=1. The product is [Cl:1][C:2]1[CH:26]=[CH:25][C:5]([CH2:6][NH:7][C:8]([C:10]2[C:19](=[O:20])[C:18]3[C:13](=[N:14][C:15]([O:22][CH3:23])=[C:16]([C:29]#[C:28][CH2:27][OH:30])[CH:17]=3)[N:12]([CH3:24])[CH:11]=2)=[O:9])=[CH:4][CH:3]=1. The yield is 0.680. (3) The reactants are [Si:1]([O:8][CH2:9][C:10]1([CH2:24][O:25][Si:26]([C:29]([CH3:32])([CH3:31])[CH3:30])([CH3:28])[CH3:27])[CH2:14][CH2:13][CH:12]([CH2:15][OH:16])[N:11]1[C:17]([O:19][C:20]([CH3:23])([CH3:22])[CH3:21])=[O:18])([C:4]([CH3:7])([CH3:6])[CH3:5])([CH3:3])[CH3:2].[C:33]1([CH3:43])[CH:38]=[CH:37][C:36]([S:39](Cl)(=[O:41])=[O:40])=[CH:35][CH:34]=1. The catalyst is CN(C)C1C=CN=CC=1.C(Cl)Cl. The product is [Si:26]([O:25][CH2:24][C:10]1([CH2:9][O:8][Si:1]([C:4]([CH3:7])([CH3:5])[CH3:6])([CH3:3])[CH3:2])[CH2:14][CH2:13][CH:12]([CH2:15][O:16][S:39]([C:36]2[CH:37]=[CH:38][C:33]([CH3:43])=[CH:34][CH:35]=2)(=[O:41])=[O:40])[N:11]1[C:17]([O:19][C:20]([CH3:21])([CH3:22])[CH3:23])=[O:18])([C:29]([CH3:32])([CH3:31])[CH3:30])([CH3:27])[CH3:28]. The yield is 0.770. (4) The reactants are CC(OC(/N=N/C(OC(C)C)=O)=O)C.C1C=CC(P(C2C=CC=CC=2)C2C=CC=CC=2)=CC=1.[F:34][C:35]1[CH:36]=[C:37]([CH:40]=[CH:41][C:42]=1[OH:43])[C:38]#[N:39].[CH2:44](O)[C:45]1[CH:50]=[CH:49][CH:48]=[CH:47][CH:46]=1. The catalyst is C1COCC1. The product is [CH2:44]([O:43][C:42]1[CH:41]=[CH:40][C:37]([C:38]#[N:39])=[CH:36][C:35]=1[F:34])[C:45]1[CH:50]=[CH:49][CH:48]=[CH:47][CH:46]=1. The yield is 0.840. (5) The reactants are Br[C:2]1[CH:3]=[C:4]2[C:8](=[CH:9][CH:10]=1)[NH:7][N:6]=[C:5]2[C:11]([NH:13][CH3:14])=[O:12].CN1C[CH2:20][O:19][CH2:18]C1.C[OH:23]. No catalyst specified. The product is [CH3:14][NH:13][C:11]([C:5]1[C:4]2[C:8](=[CH:9][CH:10]=[C:2]([C:18]([O:19][CH3:20])=[O:23])[CH:3]=2)[NH:7][N:6]=1)=[O:12]. The yield is 0.610. (6) The reactants are Br[C:2]1[CH:7]=[CH:6][C:5]([C:8]2[N:12]([C:13]3[CH:18]=[CH:17][CH:16]=[CH:15][CH:14]=3)[C:11]3[CH:19]=[CH:20][CH:21]=[CH:22][C:10]=3[N:9]=2)=[CH:4][CH:3]=1.[CH:23]1[C:32]2[C:27](=[CH:28][CH:29]=[CH:30][CH:31]=2)[CH:26]=[CH:25][C:24]=1[C:33]1[C:46]2[C:41](=[CH:42][CH:43]=[CH:44][CH:45]=2)[C:40](B(O)O)=[C:39]2[C:34]=1[CH:35]=[CH:36][CH:37]=[CH:38]2.C(=O)([O-])[O-].[Na+].[Na+]. The catalyst is [Pd].C1(P(C2C=CC=CC=2)C2C=CC=CC=2)C=CC=CC=1.C1(P(C2C=CC=CC=2)C2C=CC=CC=2)C=CC=CC=1.C1(P(C2C=CC=CC=2)C2C=CC=CC=2)C=CC=CC=1.C1(P(C2C=CC=CC=2)C2C=CC=CC=2)C=CC=CC=1.COCCOC. The product is [CH:23]1[C:32]2[C:27](=[CH:28][CH:29]=[CH:30][CH:31]=2)[CH:26]=[CH:25][C:24]=1[C:33]1[C:46]2[C:41](=[CH:42][CH:43]=[CH:44][CH:45]=2)[C:40]([C:2]2[CH:7]=[CH:6][C:5]([C:8]3[N:12]([C:13]4[CH:14]=[CH:15][CH:16]=[CH:17][CH:18]=4)[C:11]4[CH:19]=[CH:20][CH:21]=[CH:22][C:10]=4[N:9]=3)=[CH:4][CH:3]=2)=[C:39]2[C:34]=1[CH:35]=[CH:36][CH:37]=[CH:38]2. The yield is 0.780. (7) The reactants are C(=O)([O-])[O-].[Na+].[Na+].CC1C=[CH:12][C:11]([CH:14]([C:20]2[CH:25]=[CH:24][C:23](C)=[CH:22][CH:21]=2)[C:15](=O)[CH:16]([CH3:18])[CH3:17])=[CH:10]C=1.[CH3:27]OCCOC.BrC1C=CC=CC=1I. The catalyst is CCOCC.C1C=CC([P]([Pd]([P](C2C=CC=CC=2)(C2C=CC=CC=2)C2C=CC=CC=2)([P](C2C=CC=CC=2)(C2C=CC=CC=2)C2C=CC=CC=2)[P](C2C=CC=CC=2)(C2C=CC=CC=2)C2C=CC=CC=2)(C2C=CC=CC=2)C2C=CC=CC=2)=CC=1.O.C(O)C. The product is [CH3:12][C:11]1[CH:10]=[CH:18][C:16]([CH3:17])=[CH:15][C:14]=1[C:20]1[CH:21]=[CH:22][CH:23]=[C:24]([CH3:27])[CH:25]=1. The yield is 0.790.